Task: Predict the reaction yield, written as a fraction of the theoretical maximum amount of product (1.0 means a 100% yield; for example, 0.34 means a 34% yield).. Dataset: Reaction yield outcomes from USPTO patents with 853,638 reactions (1) The product is [Cl:15][CH2:16][CH2:17][CH2:18][Si:19]([O:26][CH3:27])([O:20][CH3:21])[O:23][CH3:24]. The reactants are C(Cl)C=C.C(O[SiH](OCC)OCC)C.[Cl:15][CH2:16][CH2:17][CH2:18][Si:19]([O:26][CH2:27]C)([O:23][CH2:24]C)[O:20][CH2:21]C.CO[SiH](OC)OC. The yield is 0.700. No catalyst specified. (2) The reactants are [CH3:1][O:2][C:3](=[O:38])[NH:4][CH:5]([C:9]([N:11]1[CH:17]([C:18]2[NH:19][C:20]([C:23]3[CH:28]=[CH:27][C:26](B4OC(C)(C)C(C)(C)O4)=[CH:25][CH:24]=3)=[CH:21][N:22]=2)[CH2:16][C:13]2([CH2:15][CH2:14]2)[CH2:12]1)=[O:10])[CH:6]([CH3:8])[CH3:7].[C:39]([O:43][C:44]([N:46]1[CH:51]([C:52]2[NH:53][C:54]([C:57]3[CH:66]=[CH:65][C:64]4[C:59](=[CH:60][CH:61]=[C:62](Br)[CH:63]=4)[CH:58]=3)=[CH:55][N:56]=2)[CH:50]2[CH2:68][CH:47]1[CH2:48][CH2:49]2)=[O:45])([CH3:42])([CH3:41])[CH3:40].C([O-])([O-])=O.[K+].[K+]. The catalyst is COCCOC.CCOC(C)=O.C1C=CC([P]([Pd]([P](C2C=CC=CC=2)(C2C=CC=CC=2)C2C=CC=CC=2)([P](C2C=CC=CC=2)(C2C=CC=CC=2)C2C=CC=CC=2)[P](C2C=CC=CC=2)(C2C=CC=CC=2)C2C=CC=CC=2)(C2C=CC=CC=2)C2C=CC=CC=2)=CC=1. The product is [C:39]([O:43][C:44]([N:46]1[CH:51]([C:52]2[NH:53][C:54]([C:57]3[CH:66]=[CH:65][C:64]4[C:59](=[CH:60][CH:61]=[C:62]([C:26]5[CH:25]=[CH:24][C:23]([C:20]6[NH:19][C:18]([CH:17]7[CH2:16][C:13]8([CH2:14][CH2:15]8)[CH2:12][N:11]7[C:9](=[O:10])[CH:5]([NH:4][C:3]([O:2][CH3:1])=[O:38])[CH:6]([CH3:8])[CH3:7])=[N:22][CH:21]=6)=[CH:28][CH:27]=5)[CH:63]=4)[CH:58]=3)=[CH:55][N:56]=2)[CH:50]2[CH2:68][CH:47]1[CH2:48][CH2:49]2)=[O:45])([CH3:42])([CH3:41])[CH3:40]. The yield is 0.370. (3) The yield is 0.870. The reactants are CC1C=C(CCC(OC)=O)C=C(C(=O)NC)C=1.[CH3:18][O:19][C:20]1[CH:25]=[C:24]([C:26](=[O:29])[NH:27][CH3:28])[N:23]=[C:22](/[CH:30]=[CH:31]/[C:32]([O:34][CH3:35])=[O:33])[CH:21]=1. No catalyst specified. The product is [CH3:18][O:19][C:20]1[CH:25]=[C:24]([C:26](=[O:29])[NH:27][CH3:28])[N:23]=[C:22]([CH2:30][CH2:31][C:32]([O:34][CH3:35])=[O:33])[CH:21]=1. (4) The yield is 0.980. The product is [N+:2]([C:5]1[CH:6]=[CH:7][C:8]([CH2:11][NH:12][C:19](=[O:21])[CH3:20])=[CH:9][CH:10]=1)([O-:4])=[O:3]. The reactants are Cl.[N+:2]([C:5]1[CH:10]=[CH:9][C:8]([CH2:11][NH2:12])=[CH:7][CH:6]=1)([O-:4])=[O:3].N1C=CC=CC=1.[C:19](OC(=O)C)(=[O:21])[CH3:20]. The catalyst is C(Cl)Cl. (5) The reactants are [F:1][C:2]([F:17])([F:16])[C:3]1[CH:4]=[C:5]([C:9]2[CH2:14][CH2:13][C:12](=[O:15])[CH2:11][CH:10]=2)[CH:6]=[CH:7][CH:8]=1.[H][H].CC(OI1(OC(C)=O)(OC(C)=O)OC(=O)C2C=CC=CC1=2)=O. The catalyst is CCOC(C)=O.C(Cl)Cl.[Pd]. The product is [F:1][C:2]([F:16])([F:17])[C:3]1[CH:4]=[C:5]([CH:9]2[CH2:14][CH2:13][C:12](=[O:15])[CH2:11][CH2:10]2)[CH:6]=[CH:7][CH:8]=1. The yield is 0.421. (6) The reactants are CC([O-])(C)C.[K+].CC1C=CC(S([CH2:17][N+:18]#[C-])(=O)=O)=CC=1.[Cl:20][C:21]1[CH:22]=[C:23]([CH:26]=[CH:27][C:28]=1[O:29][CH3:30])[CH:24]=O.CO. The catalyst is C1COCC1.O. The product is [Cl:20][C:21]1[CH:22]=[C:23]([CH2:24][C:17]#[N:18])[CH:26]=[CH:27][C:28]=1[O:29][CH3:30]. The yield is 0.830. (7) The reactants are [F:1][C:2]1[CH:3]=[CH:4][C:5]([O:10][C:11]2[CH:12]=[C:13]3[C:17](=[CH:18][CH:19]=2)[N:16]([CH3:20])[N:15]=[CH:14]3)=[C:6]([CH:9]=1)[C:7]#[N:8].[ClH:21].C1(C)C=CC=CC=1.CCO. The catalyst is CO.[OH-].[OH-].[Pd+2]. The product is [ClH:21].[F:1][C:2]1[CH:3]=[CH:4][C:5]([O:10][C:11]2[CH:12]=[C:13]3[C:17](=[CH:18][CH:19]=2)[N:16]([CH3:20])[N:15]=[CH:14]3)=[C:6]([CH:9]=1)[CH2:7][NH2:8]. The yield is 0.990. (8) The reactants are [NH2:1][C:2]1[CH:3]=[C:4]([C:8]2[S:12][C:11]([C:13]3[CH:14]=[C:15]4[C:19](=[CH:20][CH:21]=3)[C:18](=[O:22])[N:17]([CH3:23])[CH2:16]4)=[CH:10][CH:9]=2)[CH:5]=[N:6][CH:7]=1.[Cl:24][C:25]1[C:26]([F:35])=[C:27]([S:31](Cl)(=[O:33])=[O:32])[CH:28]=[CH:29][CH:30]=1. No catalyst specified. The product is [Cl:24][C:25]1[C:26]([F:35])=[C:27]([S:31]([NH:1][C:2]2[CH:7]=[N:6][CH:5]=[C:4]([C:8]3[S:12][C:11]([C:13]4[CH:14]=[C:15]5[C:19](=[CH:20][CH:21]=4)[C:18](=[O:22])[N:17]([CH3:23])[CH2:16]5)=[CH:10][CH:9]=3)[CH:3]=2)(=[O:33])=[O:32])[CH:28]=[CH:29][CH:30]=1. The yield is 0.630. (9) The reactants are C(OC([N:8]1[CH2:13][CH2:12][N:11]([C:14]([C:16]2[C:17]3[CH:18]=[CH:19][CH:20]=[N:21][C:22]=3[C:23]([O:38]C(C3C=CC=CC=3)C3C=CC=CC=3)=[C:24]3[C:28](=[O:29])[N:27]([CH2:30][C:31]4[CH:36]=[CH:35][C:34]([F:37])=[CH:33][CH:32]=4)[CH2:26][C:25]=23)=[O:15])[CH2:10][CH2:9]1)=O)(C)(C)C.C([SiH](CC)CC)C.FC(F)(F)C(O)=O. The catalyst is ClCCl. The product is [F:37][C:34]1[CH:35]=[CH:36][C:31]([CH2:30][N:27]2[C:28](=[O:29])[C:24]3[C:23]([OH:38])=[C:22]4[C:17]([CH:18]=[CH:19][CH:20]=[N:21]4)=[C:16]([C:14]([N:11]4[CH2:12][CH2:13][NH:8][CH2:9][CH2:10]4)=[O:15])[C:25]=3[CH2:26]2)=[CH:32][CH:33]=1. The yield is 1.00. (10) The reactants are FC(F)(F)C(O)=O.[CH3:8][S:9]([C:12]1[CH:33]=[CH:32][C:15]([O:16][C:17]2[N:22]=[CH:21][N:20]=[C:19]3[N:23]([CH:26]4[CH2:31][CH2:30][NH:29][CH2:28][CH2:27]4)[N:24]=[CH:25][C:18]=23)=[CH:14][CH:13]=1)(=[O:11])=[O:10].[CH3:34][C:35]1[O:39][N:38]=[C:37]([C:40](O)=[O:41])[CH:36]=1.[B-](F)(F)(F)F.CN(C(ON1C(=O)CCC1=O)=[N+](C)C)C.C(N(C(C)C)CC)(C)C. No catalyst specified. The product is [CH3:8][S:9]([C:12]1[CH:13]=[CH:14][C:15]([O:16][C:17]2[N:22]=[CH:21][N:20]=[C:19]3[N:23]([CH:26]4[CH2:27][CH2:28][N:29]([C:40]([C:37]5[CH:36]=[C:35]([CH3:34])[O:39][N:38]=5)=[O:41])[CH2:30][CH2:31]4)[N:24]=[CH:25][C:18]=23)=[CH:32][CH:33]=1)(=[O:11])=[O:10]. The yield is 0.220.